This data is from Forward reaction prediction with 1.9M reactions from USPTO patents (1976-2016). The task is: Predict the product of the given reaction. (1) Given the reactants [C:1]([O:5][C:6](=[O:19])[NH:7][CH2:8][CH2:9][CH2:10][C:11](=O)[C:12]1[CH:17]=[CH:16][CH:15]=[CH:14][CH:13]=1)([CH3:4])([CH3:3])[CH3:2].[F:20][C:21]1[CH:30]=[CH:29][C:28]([F:31])=[CH:27][C:22]=1[C:23]([NH:25][NH2:26])=[O:24].CC(O)=O, predict the reaction product. The product is: [C:1]([O:5][C:6](=[O:19])[NH:7][CH2:8][CH2:9][CH2:10][C:11](=[N:26][NH:25][C:23](=[O:24])[C:22]1[CH:27]=[C:28]([F:31])[CH:29]=[CH:30][C:21]=1[F:20])[C:12]1[CH:17]=[CH:16][CH:15]=[CH:14][CH:13]=1)([CH3:4])([CH3:3])[CH3:2]. (2) Given the reactants [CH3:1][N:2]1[C:7]([C:8]([F:11])([F:10])[F:9])=[CH:6][C:5](=[O:12])[N:4]([C:13]2[CH:14]=[CH:15][C:16]3[S:20][N:19]=[C:18]([CH:21]=O)[C:17]=3[CH:23]=2)[C:3]1=[O:24].[NH2:25][CH2:26][CH2:27][SH:28].C(N(CC)CC)C.[C:36](Cl)(=[O:38])[CH3:37], predict the reaction product. The product is: [C:36]([N:25]1[CH2:26][CH2:27][S:28][CH:21]1[C:18]1[C:17]2[CH:23]=[C:13]([N:4]3[C:5](=[O:12])[CH:6]=[C:7]([C:8]([F:10])([F:11])[F:9])[N:2]([CH3:1])[C:3]3=[O:24])[CH:14]=[CH:15][C:16]=2[S:20][N:19]=1)(=[O:38])[CH3:37]. (3) Given the reactants C(C=P(CCCC)(CCCC)CCCC)#N.[C:17]([O:21][C:22]([N:24]1[C@H:29]([CH2:30]O)[CH2:28][O:27][C@H:26]([CH2:32][CH2:33][C:34]2[CH:39]=[CH:38][CH:37]=[CH:36][C:35]=2[NH:40][C:41](=[O:61])[C@@H:42]([NH:56][C:57]([O:59][CH3:60])=[O:58])[CH:43]([C:50]2[CH:55]=[CH:54][CH:53]=[CH:52][CH:51]=2)[C:44]2[CH:49]=[CH:48][CH:47]=[CH:46][CH:45]=2)[CH2:25]1)=[O:23])([CH3:20])([CH3:19])[CH3:18].[C:62]1([SH:68])[CH:67]=[CH:66][CH:65]=[CH:64][CH:63]=1, predict the reaction product. The product is: [CH3:60][O:59][C:57]([NH:56][C@H:42]([C:41]([NH:40][C:35]1[CH:36]=[CH:37][CH:38]=[CH:39][C:34]=1[CH2:33][CH2:32][C@H:26]1[O:27][CH2:28][C@@H:29]([CH2:30][S:68][C:62]2[CH:67]=[CH:66][CH:65]=[CH:64][CH:63]=2)[N:24]([C:22]([O:21][C:17]([CH3:20])([CH3:18])[CH3:19])=[O:23])[CH2:25]1)=[O:61])[CH:43]([C:50]1[CH:51]=[CH:52][CH:53]=[CH:54][CH:55]=1)[C:44]1[CH:49]=[CH:48][CH:47]=[CH:46][CH:45]=1)=[O:58].